From a dataset of Full USPTO retrosynthesis dataset with 1.9M reactions from patents (1976-2016). Predict the reactants needed to synthesize the given product. Given the product [NH2:1][C:2]1[CH:10]=[CH:9][C:8]([C:11]([NH2:12])=[O:14])=[C:7]2[C:3]=1[CH:4]=[CH:5][NH:6]2, predict the reactants needed to synthesize it. The reactants are: [NH2:1][C:2]1[CH:10]=[CH:9][C:8]([C:11]#[N:12])=[C:7]2[C:3]=1[CH:4]=[CH:5][NH:6]2.C([O-])([O-])=[O:14].[K+].[K+].OO.O.